This data is from Full USPTO retrosynthesis dataset with 1.9M reactions from patents (1976-2016). The task is: Predict the reactants needed to synthesize the given product. (1) The reactants are: [Cl:1][C:2]1[CH:18]=[CH:17][C:5]2[N:6]([CH:11]3[CH2:16][CH2:15][O:14][CH2:13][CH2:12]3)[C:7]([CH2:9]Cl)=[N:8][C:4]=2[CH:3]=1.[CH3:19][S:20]([C:23]1[C:31]2[C:26](=[CH:27][CH:28]=[CH:29][CH:30]=2)[NH:25][N:24]=1)(=[O:22])=[O:21].CS(C1C2C(=CN=CC=2)NN=1)(=O)=O. Given the product [Cl:1][C:2]1[CH:18]=[CH:17][C:5]2[N:6]([CH:11]3[CH2:16][CH2:15][O:14][CH2:13][CH2:12]3)[C:7]([CH2:9][N:25]3[C:26]4[C:31](=[CH:30][CH:29]=[CH:28][CH:27]=4)[C:23]([S:20]([CH3:19])(=[O:21])=[O:22])=[N:24]3)=[N:8][C:4]=2[CH:3]=1, predict the reactants needed to synthesize it. (2) The reactants are: [CH3:1][C:2]1([CH3:10])[O:9][C:7](=[O:8])[CH2:6][C:4](=[O:5])O1.N1C=C[CH:14]=[CH:13][CH:12]=1.[C:17](Cl)(=O)C(C)C.Cl.C(O)(C)(C)C. Given the product [CH3:12][CH:13]([CH3:14])[C:4](=[O:5])[CH2:6][C:7]([O:9][C:2]([CH3:1])([CH3:10])[CH3:17])=[O:8], predict the reactants needed to synthesize it. (3) Given the product [OH:23][CH2:22][C:21]1[C:16]([NH:15][C:11]2[CH:10]=[C:9]([NH:8][C:6](=[O:7])[O:5][C:1]([CH3:3])([CH3:2])[CH3:4])[CH:14]=[CH:13][CH:12]=2)=[N:17][C:18]([S:27][CH3:28])=[N:19][CH:20]=1, predict the reactants needed to synthesize it. The reactants are: [C:1]([O:5][C:6]([NH:8][C:9]1[CH:10]=[C:11]([NH:15][C:16]2[C:21]([C:22](OCC)=[O:23])=[CH:20][N:19]=[C:18]([S:27][CH3:28])[N:17]=2)[CH:12]=[CH:13][CH:14]=1)=[O:7])([CH3:4])([CH3:3])[CH3:2].CO.C([O-])(O)=O.[Na+]. (4) Given the product [CH3:9][O:10][CH2:11][CH2:12][N:4]1[CH:5]=[CH:6][C:2]([NH2:1])=[N:3]1, predict the reactants needed to synthesize it. The reactants are: [NH2:1][C:2]1[CH:6]=[CH:5][NH:4][N:3]=1.[OH-].[K+].[CH3:9][O:10][CH2:11][CH2:12]Br. (5) The reactants are: [CH3:1][C:2]1[CH:3]=[C:4]2[C:9](=O)[O:8][C:6](=[O:7])[C:5]2=[CH:11][CH:12]=1.[NH2:13]C(N)=O. Given the product [CH3:1][C:2]1[CH:3]=[C:4]2[C:9](=[O:8])[NH:13][C:6](=[O:7])[C:5]2=[CH:11][CH:12]=1, predict the reactants needed to synthesize it. (6) Given the product [F:1][CH:2]([F:23])[O:3][C:4]1[C:5]([O:22][CH2:31][C:32]2([CH2:36][OH:37])[CH2:35][O:34][CH2:33]2)=[C:6]([C:12]2[CH:20]=[CH:19][CH:18]=[C:17]3[C:13]=2[CH2:14][CH2:15][C:16]3=[O:21])[CH:7]=[CH:8][C:9]=1[O:10][CH3:11], predict the reactants needed to synthesize it. The reactants are: [F:1][CH:2]([F:23])[O:3][C:4]1[C:5]([OH:22])=[C:6]([C:12]2[CH:20]=[CH:19][CH:18]=[C:17]3[C:13]=2[CH2:14][CH2:15][C:16]3=[O:21])[CH:7]=[CH:8][C:9]=1[O:10][CH3:11].C(=O)([O-])[O-].[K+].[K+].Br[CH2:31][C:32]1([CH2:36][OH:37])[CH2:35][O:34][CH2:33]1. (7) Given the product [CH3:1][O:2][C:3](=[O:10])[CH:4]([O:18][C:15]1[CH:16]=[CH:17][C:12]([F:11])=[C:13]([CH3:19])[CH:14]=1)[CH2:5][CH2:6][CH2:7][CH3:8], predict the reactants needed to synthesize it. The reactants are: [CH3:1][O:2][C:3](=[O:10])[CH:4](Br)[CH2:5][CH2:6][CH2:7][CH3:8].[F:11][C:12]1[CH:17]=[CH:16][C:15]([OH:18])=[CH:14][C:13]=1[CH3:19].C([O-])([O-])=O.[K+].[K+].